From a dataset of Reaction yield outcomes from USPTO patents with 853,638 reactions. Predict the reaction yield, written as a fraction of the theoretical maximum amount of product (1.0 means a 100% yield; for example, 0.34 means a 34% yield). (1) The reactants are [CH:1]([C:4]1[CH:10]=[CH:9][C:7]([NH2:8])=[CH:6][CH:5]=1)([CH3:3])[CH3:2].Cl[C:12]([O:14][C:15]1[CH:20]=[CH:19][C:18]([N+:21]([O-:23])=[O:22])=[CH:17][CH:16]=1)=[O:13]. The catalyst is C(Cl)Cl.N1C=CC=CC=1. The product is [N+:21]([C:18]1[CH:17]=[CH:16][C:15]([O:14][C:12](=[O:13])[NH:8][C:7]2[CH:9]=[CH:10][C:4]([CH:1]([CH3:3])[CH3:2])=[CH:5][CH:6]=2)=[CH:20][CH:19]=1)([O-:23])=[O:22]. The yield is 0.950. (2) The reactants are [NH2:1][C:2]1[C:10]([CH3:11])=[CH:9][CH:8]=[CH:7][C:3]=1[C:4]([OH:6])=O.N1[CH:16]=[CH:15]N=C1.C(Cl)(=O)C.Cl.[NH2:22][CH:23]1[CH2:28][CH2:27][C:26](=[O:29])[NH:25][C:24]1=[O:30].P(OC1C=CC=CC=1)(OC1C=CC=CC=1)OC1C=CC=CC=1. The catalyst is C(#N)C.CS(C)=O.O. The product is [CH3:15][C:16]1[N:22]([CH:23]2[CH2:28][CH2:27][C:26](=[O:29])[NH:25][C:24]2=[O:30])[C:4](=[O:6])[C:3]2[C:2](=[C:10]([CH3:11])[CH:9]=[CH:8][CH:7]=2)[N:1]=1. The yield is 0.560. (3) The reactants are OC1CCNCC1.BrC1OC(C=O)=CC=1.[OH:16][CH:17]1[CH2:22][CH2:21][N:20]([C:23]2[O:27][C:26]([CH:28]=O)=[CH:25][CH:24]=2)[CH2:19][CH2:18]1.[CH3:30][O:31][C:32]1[CH:33]=[C:34]([CH:38]=[CH:39][C:40]=1[O:41][CH3:42])[CH2:35][C:36]#[N:37]. No catalyst specified. The product is [CH3:30][O:31][C:32]1[CH:33]=[C:34](/[C:35](=[CH:28]/[C:26]2[O:27][C:23]([N:20]3[CH2:19][CH2:18][CH:17]([OH:16])[CH2:22][CH2:21]3)=[CH:24][CH:25]=2)/[C:36]#[N:37])[CH:38]=[CH:39][C:40]=1[O:41][CH3:42]. The yield is 0.650. (4) The reactants are [OH:1][C:2]1[CH:3]=[C:4]([CH:15]=[CH:16][C:17]=1[N+:18]([O-:20])=[O:19])[C:5]([O:7][CH2:8][C:9]1[CH:14]=[CH:13][CH:12]=[CH:11][CH:10]=1)=[O:6].Br[CH2:22][CH2:23][O:24][CH:25]1[CH2:30][CH2:29][CH2:28][CH2:27][O:26]1.C([O-])([O-])=O.[K+].[K+]. The catalyst is CN(C=O)C.Cl. The product is [N+:18]([C:17]1[CH:16]=[CH:15][C:4]([C:5]([O:7][CH2:8][C:9]2[CH:14]=[CH:13][CH:12]=[CH:11][CH:10]=2)=[O:6])=[CH:3][C:2]=1[O:1][CH2:22][CH2:23][O:24][CH:25]1[CH2:30][CH2:29][CH2:28][CH2:27][O:26]1)([O-:20])=[O:19]. The yield is 0.335. (5) The reactants are [F:1][C:2]1[CH:29]=[C:28]([F:30])[CH:27]=[CH:26][C:3]=1[CH2:4][O:5][C:6]1[N:7]=[C:8](SC)[N:9]([C:13]2[CH:14]=[C:15]([CH:20]=[CH:21][C:22]=2[CH3:23])[C:16]([O:18][CH3:19])=[O:17])[C:10](=[O:12])[CH:11]=1. The catalyst is CN(C)C(=O)C.[Ni]. The product is [F:1][C:2]1[CH:29]=[C:28]([F:30])[CH:27]=[CH:26][C:3]=1[CH2:4][O:5][C:6]1[N:7]=[CH:8][N:9]([C:13]2[CH:14]=[C:15]([CH:20]=[CH:21][C:22]=2[CH3:23])[C:16]([O:18][CH3:19])=[O:17])[C:10](=[O:12])[CH:11]=1. The yield is 0.810. (6) The reactants are [CH3:1][N:2]1[CH:6]=[CH:5][N:4]=[CH:3]1.C([Li])CCC.[C:12]([O:16][C:17]([N:19]1[CH2:24][CH2:23][C:22](=[O:25])[CH2:21][CH2:20]1)=[O:18])([CH3:15])([CH3:14])[CH3:13]. The catalyst is O1CCCC1. The product is [OH:25][C:22]1([C:3]2[N:2]([CH3:1])[CH:6]=[CH:5][N:4]=2)[CH2:21][CH2:20][N:19]([C:17]([O:16][C:12]([CH3:15])([CH3:14])[CH3:13])=[O:18])[CH2:24][CH2:23]1. The yield is 0.840. (7) The reactants are [NH:1]1[CH:5]=[CH:4][N:3]=[C:2]1[C:6]([OH:8])=O.C1N=CN([C:14](N2C=NC=C2)=[O:15])C=1.C([N:23]([CH2:26][CH3:27])CC)C.[C:28]1([C:34]2[CH:41]=[C:38](OC)[C:37](N)=[CH:36][CH:35]=2)[CH:33]=[CH:32][CH:31]=CC=1. The catalyst is CN(C=O)C. The product is [CH3:14][O:15][C:31]1[CH:32]=[CH:33][C:28]([C:34]2[CH:35]=[CH:36][CH:37]=[CH:38][CH:41]=2)=[CH:27][C:26]=1[NH:23][C:6]([C:2]1[NH:1][CH:5]=[CH:4][N:3]=1)=[O:8]. The yield is 0.140.